Dataset: Reaction yield outcomes from USPTO patents with 853,638 reactions. Task: Predict the reaction yield, written as a fraction of the theoretical maximum amount of product (1.0 means a 100% yield; for example, 0.34 means a 34% yield). (1) The reactants are [Cl:1][C:2]1[CH:22]=[C:21]([Cl:23])[CH:20]=[CH:19][C:3]=1[O:4][CH2:5][CH2:6][C:7]1[C:8]([O:15][CH:16]([CH3:18])[CH3:17])=[N:9][N:10]([CH2:12][CH2:13][OH:14])[CH:11]=1.[CH2:24]([C:26]1[C:27](O)=[C:28]([CH2:32][C:33]([O:35]C)=[O:34])[CH:29]=[CH:30][CH:31]=1)[CH3:25].C(P(CCCC)CCCC)CCC.N(C(N1CCCCC1)=O)=NC(N1CCCCC1)=O.O1CCCC1CO.[OH-].[Na+].Cl. The catalyst is O1CCCC1. The product is [Cl:1][C:2]1[CH:22]=[C:21]([Cl:23])[CH:20]=[CH:19][C:3]=1[O:4][CH2:5][CH2:6][C:7]1[C:8]([O:15][CH:16]([CH3:18])[CH3:17])=[N:9][N:10]([CH2:12][CH2:13][O:14][C:27]2[C:26]([CH2:24][CH3:25])=[CH:31][CH:30]=[CH:29][C:28]=2[CH2:32][C:33]([OH:35])=[O:34])[CH:11]=1. The yield is 0.220. (2) No catalyst specified. The product is [CH2:19]([N:27]1[C:10](=[O:18])[C:11]2[C:12](=[CH:14][CH:15]=[CH:16][CH:17]=2)[N:13]=[C:8]1[C:4]1[CH:3]=[C:2]([CH3:1])[CH:7]=[CH:6][CH:5]=1)[CH2:20][C:21]1[CH:26]=[CH:25][CH:24]=[CH:23][CH:22]=1. The yield is 0.530. The reactants are [CH3:1][C:2]1[CH:3]=[C:4]([C:8]2O[C:10](=[O:18])[C:11]3[CH:17]=[CH:16][CH:15]=[CH:14][C:12]=3[N:13]=2)[CH:5]=[CH:6][CH:7]=1.[CH2:19]([NH2:27])[CH2:20][C:21]1[CH:26]=[CH:25][CH:24]=[CH:23][CH:22]=1. (3) The reactants are Cl.[NH2:2][C@@H:3]([CH3:9])[C:4]([O:6][CH2:7][CH3:8])=[O:5].C([O-])([O-])=O.[K+].[K+].Br[CH2:17][C:18]1[CH:23]=[CH:22][CH:21]=[CH:20][CH:19]=1. The catalyst is CC#N. The product is [CH2:17]([N:2]([CH2:17][C:18]1[CH:23]=[CH:22][CH:21]=[CH:20][CH:19]=1)[C@@H:3]([CH3:9])[C:4]([O:6][CH2:7][CH3:8])=[O:5])[C:18]1[CH:23]=[CH:22][CH:21]=[CH:20][CH:19]=1. The yield is 0.980. (4) The reactants are S(Cl)(Cl)=O.[Cl:5][C:6]1[C:14]([Cl:15])=[CH:13][CH:12]=[CH:11][C:7]=1[C:8]([OH:10])=O.[Al+3].[Cl-].[Cl-].[Cl-].[CH:20]1C=CC=C[CH:21]=1. The catalyst is ClC(Cl)C. The product is [Cl:15][C:14]1[C:6]([Cl:5])=[C:7]2[C:11]([CH2:20][CH2:21][C:8]2=[O:10])=[CH:12][CH:13]=1. The yield is 0.800. (5) The reactants are BrC1C=C(C=C(C(C2C=CC=C(OC(F)F)C=2)(C)C)C=1)N.[Br:22][C:23]1[CH:28]=[CH:27][C:26]([C:29]([C:32]2[CH:37]=[C:36]([N+:38]([O-])=O)[CH:35]=[C:34]([Cl:41])[CH:33]=2)([CH3:31])[CH3:30])=[CH:25][CH:24]=1. No catalyst specified. The product is [Br:22][C:23]1[CH:28]=[CH:27][C:26]([C:29]([C:32]2[CH:37]=[C:36]([CH:35]=[C:34]([Cl:41])[CH:33]=2)[NH2:38])([CH3:31])[CH3:30])=[CH:25][CH:24]=1. The yield is 0.870. (6) The reactants are [CH3:1][C:2]1[O:3][C:4]([CH2:7][C:8]2[CH:13]=[CH:12][C:11]([CH2:14][CH2:15][N+:16]([O-:18])=O)=[CH:10][CH:9]=2)=[CH:5][CH:6]=1.CO.C[O-].[Li+].C(Cl)[Cl:25]. The catalyst is [Ti](Cl)(Cl)(Cl)Cl.O.O1CCCC1. The product is [CH3:1][C:2]1[O:3][C:4]([CH2:7][C:8]2[CH:13]=[CH:12][C:11]([CH2:14][C:15]([Cl:25])=[N:16][OH:18])=[CH:10][CH:9]=2)=[CH:5][CH:6]=1. The yield is 0.840. (7) The reactants are [C:1]([NH:4][C@@H:5]([CH2:10][C:11]1[CH:16]=[CH:15][C:14](I)=[CH:13][CH:12]=1)[C:6]([O:8][CH3:9])=[O:7])(=[O:3])[CH3:2].[CH3:18][Sn:19]([CH3:25])([CH3:24])[Sn:19]([CH3:25])([CH3:24])[CH3:18].C1(P(C2C=CC=CC=2)C2C=CC=CC=2)C=CC=CC=1. The catalyst is C1(C)C=CC=CC=1.C([O-])(=O)C.[Pd+2].C([O-])(=O)C. The product is [C:1]([NH:4][C@@H:5]([CH2:10][C:11]1[CH:16]=[CH:15][C:14]([Sn:19]([CH3:25])([CH3:24])[CH3:18])=[CH:13][CH:12]=1)[C:6]([O:8][CH3:9])=[O:7])(=[O:3])[CH3:2]. The yield is 0.760. (8) The reactants are [C:1]([C:3]1[C:11]2[C:6](=[CH:7][C:8]([O:12][CH3:13])=[CH:9][CH:10]=2)[N:5]([CH2:14][CH3:15])[C:4]=1[C:16]1[CH:21]=[CH:20][C:19]([NH:22][S:23]([CH:26]=[CH2:27])(=[O:25])=[O:24])=[CH:18][CH:17]=1)#[N:2].[NH:28]1[CH2:33][CH2:32][O:31][CH2:30][CH2:29]1. The catalyst is CC#N. The product is [C:1]([C:3]1[C:11]2[C:6](=[CH:7][C:8]([O:12][CH3:13])=[CH:9][CH:10]=2)[N:5]([CH2:14][CH3:15])[C:4]=1[C:16]1[CH:21]=[CH:20][C:19]([NH:22][S:23]([CH2:26][CH2:27][N:28]2[CH2:33][CH2:32][O:31][CH2:30][CH2:29]2)(=[O:24])=[O:25])=[CH:18][CH:17]=1)#[N:2]. The yield is 1.00. (9) The reactants are [Cl:1][C:2]1[CH:3]=[C:4]([C:8]2[N:9]=[C:10]([N:16]3[C:20]4[CH:21]=[C:22]([O:27][CH3:28])[C:23]([O:25][CH3:26])=[CH:24][C:19]=4[N:18]=[CH:17]3)[S:11][C:12]=2[C:13](O)=[O:14])[CH:5]=[CH:6][CH:7]=1.[C:29]1([CH3:39])[CH:34]=[CH:33][CH:32]=[C:31]([C:35]([NH:37][NH2:38])=[O:36])[CH:30]=1. No catalyst specified. The product is [Cl:1][C:2]1[CH:3]=[C:4]([C:8]2[N:9]=[C:10]([N:16]3[C:20]4[CH:21]=[C:22]([O:27][CH3:28])[C:23]([O:25][CH3:26])=[CH:24][C:19]=4[N:18]=[CH:17]3)[S:11][C:12]=2[C:13]([NH:38][NH:37][C:35](=[O:36])[C:31]2[CH:32]=[CH:33][CH:34]=[C:29]([CH3:39])[CH:30]=2)=[O:14])[CH:5]=[CH:6][CH:7]=1. The yield is 0.0380. (10) The reactants are [NH2:1][CH:2]1[CH2:7][CH2:6][CH2:5][N:4]([C:8]([O:10][C:11]([CH3:14])([CH3:13])[CH3:12])=[O:9])[CH2:3]1.[Cl:15][C:16]1[CH:24]=[CH:23][C:19]([C:20](O)=[O:21])=[CH:18][CH:17]=1.C(N(C(C)C)CC)(C)C.Cl.C(N=C=NCCCN(C)C)C. The catalyst is C1COCC1.CN(C)C1C=CN=CC=1. The product is [Cl:15][C:16]1[CH:24]=[CH:23][C:19]([C:20]([NH:1][CH:2]2[CH2:7][CH2:6][CH2:5][N:4]([C:8]([O:10][C:11]([CH3:14])([CH3:13])[CH3:12])=[O:9])[CH2:3]2)=[O:21])=[CH:18][CH:17]=1. The yield is 0.830.